The task is: Regression. Given two drug SMILES strings and cell line genomic features, predict the synergy score measuring deviation from expected non-interaction effect.. This data is from NCI-60 drug combinations with 297,098 pairs across 59 cell lines. (1) Drug 1: C1=CC(=CC=C1CC(C(=O)O)N)N(CCCl)CCCl.Cl. Drug 2: C1=NC2=C(N=C(N=C2N1C3C(C(C(O3)CO)O)F)Cl)N. Cell line: MALME-3M. Synergy scores: CSS=32.6, Synergy_ZIP=0.557, Synergy_Bliss=5.46, Synergy_Loewe=-1.60, Synergy_HSA=4.81. (2) Cell line: NCI-H522. Drug 2: CN(CC1=CN=C2C(=N1)C(=NC(=N2)N)N)C3=CC=C(C=C3)C(=O)NC(CCC(=O)O)C(=O)O. Drug 1: CS(=O)(=O)CCNCC1=CC=C(O1)C2=CC3=C(C=C2)N=CN=C3NC4=CC(=C(C=C4)OCC5=CC(=CC=C5)F)Cl. Synergy scores: CSS=26.6, Synergy_ZIP=-1.94, Synergy_Bliss=-3.47, Synergy_Loewe=-29.5, Synergy_HSA=-7.20. (3) Drug 1: C1CCC(C(C1)N)N.C(=O)(C(=O)[O-])[O-].[Pt+4]. Drug 2: CC1C(C(CC(O1)OC2CC(CC3=C2C(=C4C(=C3O)C(=O)C5=CC=CC=C5C4=O)O)(C(=O)C)O)N)O. Cell line: COLO 205. Synergy scores: CSS=57.3, Synergy_ZIP=-11.6, Synergy_Bliss=-16.1, Synergy_Loewe=-12.8, Synergy_HSA=-11.5.